The task is: Regression/Classification. Given a drug SMILES string, predict its absorption, distribution, metabolism, or excretion properties. Task type varies by dataset: regression for continuous measurements (e.g., permeability, clearance, half-life) or binary classification for categorical outcomes (e.g., BBB penetration, CYP inhibition). Dataset: b3db_classification.. This data is from Blood-brain barrier permeability classification from the B3DB database. (1) The compound is CCC1(c2ccccc2)NC(=O)N(C)C1=O. The result is 1 (penetrates BBB). (2) The drug is COc1ccc2c3c1OC1[C@@H](O)CCC4C(C2)N(C)CC[C@@]341. The result is 1 (penetrates BBB). (3) The compound is C[C@@H](CN(C)C)CN1c2ccccc2Sc2ccccc21. The result is 1 (penetrates BBB).